This data is from NCI-60 drug combinations with 297,098 pairs across 59 cell lines. The task is: Regression. Given two drug SMILES strings and cell line genomic features, predict the synergy score measuring deviation from expected non-interaction effect. (1) Drug 1: CCC1(CC2CC(C3=C(CCN(C2)C1)C4=CC=CC=C4N3)(C5=C(C=C6C(=C5)C78CCN9C7C(C=CC9)(C(C(C8N6C=O)(C(=O)OC)O)OC(=O)C)CC)OC)C(=O)OC)O.OS(=O)(=O)O. Drug 2: CC1C(C(CC(O1)OC2CC(OC(C2O)C)OC3=CC4=CC5=C(C(=O)C(C(C5)C(C(=O)C(C(C)O)O)OC)OC6CC(C(C(O6)C)O)OC7CC(C(C(O7)C)O)OC8CC(C(C(O8)C)O)(C)O)C(=C4C(=C3C)O)O)O)O. Cell line: A549. Synergy scores: CSS=57.3, Synergy_ZIP=1.18, Synergy_Bliss=0.740, Synergy_Loewe=-2.38, Synergy_HSA=-2.52. (2) Drug 1: COC1=CC(=CC(=C1O)OC)C2C3C(COC3=O)C(C4=CC5=C(C=C24)OCO5)OC6C(C(C7C(O6)COC(O7)C8=CC=CS8)O)O. Drug 2: CC1C(C(CC(O1)OC2CC(CC3=C2C(=C4C(=C3O)C(=O)C5=CC=CC=C5C4=O)O)(C(=O)C)O)N)O. Cell line: TK-10. Synergy scores: CSS=37.6, Synergy_ZIP=-5.56, Synergy_Bliss=-5.83, Synergy_Loewe=-7.35, Synergy_HSA=-2.59. (3) Drug 1: CC(CN1CC(=O)NC(=O)C1)N2CC(=O)NC(=O)C2. Drug 2: C1CN1P(=S)(N2CC2)N3CC3. Cell line: SNB-19. Synergy scores: CSS=21.9, Synergy_ZIP=-7.05, Synergy_Bliss=-0.390, Synergy_Loewe=0.805, Synergy_HSA=1.56.